Dataset: Reaction yield outcomes from USPTO patents with 853,638 reactions. Task: Predict the reaction yield, written as a fraction of the theoretical maximum amount of product (1.0 means a 100% yield; for example, 0.34 means a 34% yield). The reactants are [Cl-].[CH3:2][O:3][CH2:4][P+](C1C=CC=CC=1)(C1C=CC=CC=1)C1C=CC=CC=1.[CH3:24]C(C)([O-])C.[K+].[C:30]([N:33]1[CH2:37][CH2:36][C:35]2([C:45]3[C:40](=[CH:41][CH:42]=[C:43](C=O)[CH:44]=3)[N:39]([C:48]([NH:50][C:51]3[S:52][C:53]([Cl:56])=[CH:54][N:55]=3)=[O:49])[CH2:38]2)[CH2:34]1)(=[O:32])[CH3:31].[Cl-].[NH4+]. The catalyst is O1CCCC1.O. The product is [C:30]([N:33]1[CH2:37][CH2:36][C:35]2([C:45]3[C:40](=[CH:41][CH:42]=[C:43]([CH:24]=[CH:4][O:3][CH3:2])[CH:44]=3)[N:39]([C:48]([NH:50][C:51]3[S:52][C:53]([Cl:56])=[CH:54][N:55]=3)=[O:49])[CH2:38]2)[CH2:34]1)(=[O:32])[CH3:31]. The yield is 0.780.